Dataset: Full USPTO retrosynthesis dataset with 1.9M reactions from patents (1976-2016). Task: Predict the reactants needed to synthesize the given product. (1) Given the product [CH2:22]([O:21][C:19](=[O:20])[CH:18]([O:1][C:2]1[CH:10]=[CH:9][C:5]2[O:6][CH2:7][O:8][C:4]=2[CH:3]=1)[CH3:24])[CH3:23], predict the reactants needed to synthesize it. The reactants are: [OH:1][C:2]1[CH:10]=[CH:9][C:5]2[O:6][CH2:7][O:8][C:4]=2[CH:3]=1.C([O-])([O-])=O.[Cs+].[Cs+].Br[CH:18]([CH3:24])[C:19]([O:21][CH2:22][CH3:23])=[O:20]. (2) Given the product [F:16][C:17]([F:40])([F:41])[C:18]1[CH:35]=[C:34]([C:36]([F:39])([F:38])[F:37])[CH:33]=[CH:32][C:19]=1[CH2:20][O:21][C:22]1[C:23]([O:30][CH3:31])=[C:24](/[CH:25]=[C:14]2/[C:10]([NH:6][CH2:5][CH2:4][N:3]([CH2:7][CH3:8])[CH2:1][CH3:2])=[N:11][C:12](=[O:15])[S:13]/2)[CH:27]=[CH:28][CH:29]=1, predict the reactants needed to synthesize it. The reactants are: [CH2:1]([N:3]([CH2:7][CH3:8])[CH2:4][CH2:5][NH2:6])[CH3:2].S=[C:10]1[CH2:14][S:13][C:12](=[O:15])[NH:11]1.[F:16][C:17]([F:41])([F:40])[C:18]1[CH:35]=[C:34]([C:36]([F:39])([F:38])[F:37])[CH:33]=[CH:32][C:19]=1[CH2:20][O:21][C:22]1[C:23]([O:30][CH3:31])=[C:24]([CH:27]=[CH:28][CH:29]=1)[CH:25]=O.CC(C)([O-])C.[K+].[Cl-].[NH4+]. (3) Given the product [O:28]=[S:20]1(=[O:29])[C:21]2[CH:27]=[CH:26][CH:25]=[CH:24][C:22]=2[CH2:23][N:17]([C:4]2[CH:3]=[C:2]([NH:33][CH2:32][C:31]([CH3:30])=[CH2:34])[C:11]3[C:6](=[CH:7][CH:8]=[C:9]([CH3:35])[CH:10]=3)[N:5]=2)[CH2:18][CH2:19]1, predict the reactants needed to synthesize it. The reactants are: Cl[C:2]1[C:11]2[C:6](=[CH:7][CH:8]=[C:9](OC(F)(F)F)[CH:10]=2)[N:5]=[C:4]([N:17]2[CH2:23][C:22]3[CH:24]=[CH:25][CH:26]=[CH:27][C:21]=3[S:20](=[O:29])(=[O:28])[CH2:19][CH2:18]2)[CH:3]=1.[CH3:30][C:31](=[CH2:34])[CH2:32][NH2:33].[CH3:35]N1CCCC1=O. (4) Given the product [CH3:24][O:25][CH2:26][C:27]([N:19]1[CH2:18][C:17]2[C:21](=[CH:22][CH:23]=[C:15]([C:12]3[CH:11]=[CH:10][C:9]([CH2:8][CH2:7][N:3]4[CH2:4][CH2:5][CH2:6][C@H:2]4[CH3:1])=[CH:14][CH:13]=3)[CH:16]=2)[CH2:20]1)=[O:28], predict the reactants needed to synthesize it. The reactants are: [CH3:1][C@@H:2]1[CH2:6][CH2:5][CH2:4][N:3]1[CH2:7][CH2:8][C:9]1[CH:14]=[CH:13][C:12]([C:15]2[CH:16]=[C:17]3[C:21](=[CH:22][CH:23]=2)[CH2:20][NH:19][CH2:18]3)=[CH:11][CH:10]=1.[CH3:24][O:25][CH2:26][C:27](Cl)=[O:28].